The task is: Regression/Classification. Given a drug SMILES string, predict its toxicity properties. Task type varies by dataset: regression for continuous values (e.g., LD50, hERG inhibition percentage) or binary classification for toxic/non-toxic outcomes (e.g., AMES mutagenicity, cardiotoxicity, hepatotoxicity). Dataset: ld50_zhu.. This data is from Acute oral toxicity (LD50) regression data from Zhu et al.. (1) The compound is CC(=O)OCC12CC(OC(=O)CC(C)C)C(C)=CC1OC1C(O)C(OC(C)=O)C2(C)C12CO2. The rat oral LD50 is 5.24, given as -log10 of the dose in mol/kg body weight (higher means more acutely toxic). (2) The drug is CNC(=O)Oc1cc(C(C)C)cc(C(C)C)c1. The rat oral LD50 is 3.07, given as -log10 of the dose in mol/kg body weight (higher means more acutely toxic).